This data is from Reaction yield outcomes from USPTO patents with 853,638 reactions. The task is: Predict the reaction yield, written as a fraction of the theoretical maximum amount of product (1.0 means a 100% yield; for example, 0.34 means a 34% yield). The reactants are [CH2:1]([N:4]1[C:8]2[CH:9]=[C:10]([C:26]([O:28][CH2:29][CH3:30])=[O:27])[C:11]3[C:12](=O)[CH2:13][C:14]4([NH:23][C:24]=3[C:7]=2[N:6]=[C:5]1[CH3:31])[CH2:22][C:21]1[C:16](=[CH:17][CH:18]=[CH:19][CH:20]=1)[CH2:15]4)[CH:2]=[CH2:3].C([SiH](CC)CC)C. The catalyst is FC(F)(F)C(O)=O. The product is [CH2:1]([N:4]1[C:8]2[CH:9]=[C:10]([C:26]([O:28][CH2:29][CH3:30])=[O:27])[C:11]3[CH2:12][CH2:13][C:14]4([NH:23][C:24]=3[C:7]=2[N:6]=[C:5]1[CH3:31])[CH2:22][C:21]1[C:16](=[CH:17][CH:18]=[CH:19][CH:20]=1)[CH2:15]4)[CH:2]=[CH2:3]. The yield is 0.400.